This data is from Full USPTO retrosynthesis dataset with 1.9M reactions from patents (1976-2016). The task is: Predict the reactants needed to synthesize the given product. (1) Given the product [Cl:1][C:2]1[CH:21]=[C:20]([Cl:22])[CH:19]=[CH:18][C:3]=1[O:4][CH2:5][C:6]1[CH:7]=[C:8]([CH:9]=[C:10]([O:12][CH:13]([CH3:15])[CH3:14])[CH:11]=1)[CH2:16][O:17][C:24]1[C:28]([CH2:29][CH2:30][C:31]([OH:33])=[O:32])=[CH:27][N:26]([CH3:36])[N:25]=1, predict the reactants needed to synthesize it. The reactants are: [Cl:1][C:2]1[CH:21]=[C:20]([Cl:22])[CH:19]=[CH:18][C:3]=1[O:4][CH2:5][C:6]1[CH:7]=[C:8]([CH2:16][OH:17])[CH:9]=[C:10]([O:12][CH:13]([CH3:15])[CH3:14])[CH:11]=1.O[C:24]1[C:28]([CH2:29][CH2:30][C:31]([O:33]CC)=[O:32])=[CH:27][N:26]([CH3:36])[N:25]=1.C(P(CCCC)CCCC)CCC.N(C(N1CCCCC1)=O)=NC(N1CCCCC1)=O.O1CCCC1CCO.[OH-].[Na+].Cl. (2) Given the product [CH2:37]([O:44][C:45]([N:47]1[CH2:52][CH2:51][C:50]([C:33]([C:32]([O:31][CH2:29][CH3:30])=[O:36])([CH3:35])[CH3:34])([OH:53])[CH2:49][CH2:48]1)=[O:46])[C:38]1[CH:43]=[CH:42][CH:41]=[CH:40][CH:39]=1, predict the reactants needed to synthesize it. The reactants are: C([N-]C(C)C)(C)C.[Li+].CCCCCCC.C1COCC1.C(C1C=CC=CC=1)C.[CH2:29]([O:31][C:32](=[O:36])[CH:33]([CH3:35])[CH3:34])[CH3:30].[CH2:37]([O:44][C:45]([N:47]1[CH2:52][CH2:51][C:50](=[O:53])[CH2:49][CH2:48]1)=[O:46])[C:38]1[CH:43]=[CH:42][CH:41]=[CH:40][CH:39]=1.